From a dataset of Forward reaction prediction with 1.9M reactions from USPTO patents (1976-2016). Predict the product of the given reaction. (1) Given the reactants Br[C:2]1[CH:3]=[C:4]([C:8]2[CH:21]=[CH:20][C:19]3[C:10](=[C:11]([C:28]4[CH:33]=[CH:32][CH:31]=[CH:30][CH:29]=4)[C:12]4[C:17]([C:18]=3[C:22]3[CH:27]=[CH:26][CH:25]=[CH:24][CH:23]=3)=[CH:16][CH:15]=[CH:14][CH:13]=4)[CH:9]=2)[CH:5]=[CH:6][CH:7]=1.[CH:34]1[C:42]2[C:41]3[CH:43]=[CH:44][CH:45]=[CH:46][C:40]=3[S:39][C:38]=2[C:37]([C:47]2[CH:48]=[CH:49][C:50]3[NH:51][C:52]4[C:57]([C:58]=3[CH:59]=2)=[CH:56][CH:55]=[CH:54][CH:53]=4)=[CH:36][CH:35]=1.CC(C)([O-])C.[Na+].C(P(C(C)(C)C)C(C)(C)C)(C)(C)C, predict the reaction product. The product is: [CH:34]1[C:42]2[C:41]3[CH:43]=[CH:44][CH:45]=[CH:46][C:40]=3[S:39][C:38]=2[C:37]([C:47]2[CH:48]=[CH:49][C:50]3[N:51]([C:6]4[CH:7]=[CH:2][CH:3]=[C:4]([C:8]5[CH:21]=[CH:20][C:19]6[C:10](=[C:11]([C:28]7[CH:33]=[CH:32][CH:31]=[CH:30][CH:29]=7)[C:12]7[C:17]([C:18]=6[C:22]6[CH:27]=[CH:26][CH:25]=[CH:24][CH:23]=6)=[CH:16][CH:15]=[CH:14][CH:13]=7)[CH:9]=5)[CH:5]=4)[C:52]4[C:57]([C:58]=3[CH:59]=2)=[CH:56][CH:55]=[CH:54][CH:53]=4)=[CH:36][CH:35]=1. (2) Given the reactants C([C:3]1[C:8](NS(CC)(=O)=O)=[CH:7][C:6]([C:15]2[C:20]([C:21]#[N:22])=[C:19]([O:23][CH3:24])[N:18]=[CH:17][N:16]=2)=[C:5]([F:25])[CH:4]=1)#N.ClC1C=CN=CN=1.C(=O)([O-])O.[Na+].[F:38]C1C=C(F)C=CC=1B(O)O, predict the reaction product. The product is: [F:25][C:5]1[CH:4]=[C:3]([F:38])[CH:8]=[CH:7][C:6]=1[C:15]1[C:20]([C:21]#[N:22])=[C:19]([O:23][CH3:24])[N:18]=[CH:17][N:16]=1. (3) The product is: [N:1]1[CH:6]=[CH:5][CH:4]=[CH:3][C:2]=1[C:7]1[CH:8]=[C:9](/[CH:10]=[CH:23]/[CH:24]=[O:25])[CH:12]=[CH:13][CH:14]=1. Given the reactants [N:1]1[CH:6]=[CH:5][CH:4]=[CH:3][C:2]=1[C:7]1[CH:8]=[C:9]([CH:12]=[CH:13][CH:14]=1)[CH:10]=O.N1(C2C=C[C:23]([CH:24]=[O:25])=CC=2)C=CC=N1, predict the reaction product. (4) Given the reactants [C:1]([O:5][C:6](=[O:22])[NH:7][C@@H:8]1[CH2:13][CH2:12][CH2:11][CH2:10][C@H:9]1[O:14]CC1C=CC=CC=1)([CH3:4])([CH3:3])[CH3:2].C(OCC)(=O)C, predict the reaction product. The product is: [C:1]([O:5][C:6](=[O:22])[NH:7][C@@H:8]1[CH2:13][CH2:12][CH2:11][CH2:10][C@H:9]1[OH:14])([CH3:4])([CH3:2])[CH3:3]. (5) Given the reactants [CH:1]([N:4]1[CH:8]=[C:7]([S:9]([CH2:12][CH:13]2[CH2:18][CH2:17][N:16](C(OC(C)(C)C)=O)[CH2:15][CH2:14]2)(=[O:11])=[O:10])[CH:6]=[N:5]1)([CH3:3])[CH3:2], predict the reaction product. The product is: [CH:1]([N:4]1[CH:8]=[C:7]([S:9]([CH2:12][CH:13]2[CH2:14][CH2:15][NH:16][CH2:17][CH2:18]2)(=[O:11])=[O:10])[CH:6]=[N:5]1)([CH3:3])[CH3:2]. (6) Given the reactants C1(P(C2CCCCC2)C2C=CC=CC=2C2C(C(C)C)=CC(C(C)C)=CC=2C(C)C)CCCCC1.[O:35]1[CH2:40][CH2:39][N:38]([C:41]2[C:46]([NH2:47])=[CH:45][C:44]([N:48]3[CH2:53][CH2:52][O:51][CH2:50][CH2:49]3)=[CH:43][N:42]=2)[CH2:37][CH2:36]1.Cl[C:55]1[C:64]2[C:59](=[CH:60][C:61]([F:66])=[CH:62][C:63]=2[F:65])[N:58]=[C:57]([C:67]2[CH:68]=[C:69]3[C:73](=[CH:74][CH:75]=2)[N:72]([CH3:76])[CH:71]=[CH:70]3)[C:56]=1[CH3:77].CC(C)([O-])C.[Na+], predict the reaction product. The product is: [N:38]1([C:41]2[C:46]([NH:47][C:55]3[C:64]4[C:59](=[CH:60][C:61]([F:66])=[CH:62][C:63]=4[F:65])[N:58]=[C:57]([C:67]4[CH:68]=[C:69]5[C:73](=[CH:74][CH:75]=4)[N:72]([CH3:76])[CH:71]=[CH:70]5)[C:56]=3[CH3:77])=[CH:45][C:44]([N:48]3[CH2:49][CH2:50][O:51][CH2:52][CH2:53]3)=[CH:43][N:42]=2)[CH2:39][CH2:40][O:35][CH2:36][CH2:37]1.